From a dataset of Full USPTO retrosynthesis dataset with 1.9M reactions from patents (1976-2016). Predict the reactants needed to synthesize the given product. (1) Given the product [OH:1][C:2]([C:5]1[O:9][N:8]=[C:7]([C:10]([OH:12])=[O:11])[CH:6]=1)([CH3:4])[CH3:3], predict the reactants needed to synthesize it. The reactants are: [OH:1][C:2]([C:5]1[O:9][N:8]=[C:7]([C:10]([O:12]CC)=[O:11])[CH:6]=1)([CH3:4])[CH3:3].C(=O)([O-])[O-].[Cs+].[Cs+]. (2) Given the product [CH3:1][O:2][C@H:3]1[CH2:8][CH2:7][C@H:6]([N:9]([CH3:21])[C:10]([C:12]2[CH:20]=[CH:19][C:15]3=[N:16][O:17][N:18]=[C:14]3[CH:13]=2)=[S:23])[CH2:5][CH2:4]1, predict the reactants needed to synthesize it. The reactants are: [CH3:1][O:2][C@H:3]1[CH2:8][CH2:7][C@H:6]([N:9]([CH3:21])[C:10]([C:12]2[CH:20]=[CH:19][C:15]3=[N:16][O:17][N:18]=[C:14]3[CH:13]=2)=O)[CH2:5][CH2:4]1.P12(SP3(SP(SP(S3)(S1)=S)(=S)S2)=S)=[S:23]. (3) Given the product [CH3:15][C:14]1([C:17]2[CH:22]=[CH:21][CH:20]=[CH:19][CH:18]=2)[C:6]2[NH:7][C:8]3[C:13](=[CH:12][CH:11]=[CH:10][CH:9]=3)[C:5]=2[CH2:4][CH2:3][NH:2]1, predict the reactants needed to synthesize it. The reactants are: Cl.[NH2:2][CH2:3][CH2:4][C:5]1[C:13]2[C:8](=[CH:9][CH:10]=[CH:11][CH:12]=2)[NH:7][CH:6]=1.[C:14]([C:17]1[CH:22]=[CH:21][CH:20]=[CH:19][CH:18]=1)(=O)[CH3:15]. (4) Given the product [CH3:13][C:14]1([CH3:19])[CH2:15][O:16][CH:1]([C:3]2[CH:4]=[CH:5][C:6]([OH:12])=[C:7]([CH:11]=2)[C:8]([OH:10])=[O:9])[O:2][CH2:17]1, predict the reactants needed to synthesize it. The reactants are: [CH:1]([C:3]1[CH:11]=[C:7]([C:8]([OH:10])=[O:9])[C:6]([OH:12])=[CH:5][CH:4]=1)=[O:2].[CH3:13][C:14]([CH3:19])([CH2:17]O)[CH2:15][OH:16]. (5) Given the product [F:13][C:14]1[CH:19]=[CH:18][C:17]([N:20]2[C:3](=[O:5])[CH2:2][NH:1][C:21]2=[S:22])=[CH:16][CH:15]=1, predict the reactants needed to synthesize it. The reactants are: [NH2:1][CH2:2][C:3]([OH:5])=O.C(N(CC)CC)C.[F:13][C:14]1[CH:19]=[CH:18][C:17]([N:20]=[C:21]=[S:22])=[CH:16][CH:15]=1.CCOC(C)=O.CCCCCC.